This data is from Full USPTO retrosynthesis dataset with 1.9M reactions from patents (1976-2016). The task is: Predict the reactants needed to synthesize the given product. (1) Given the product [CH3:1][O:2][C:3]([CH:5]1[CH2:10][CH2:9][CH2:8][CH:7]([C:11]([C:12]2[CH:17]=[CH:16][C:15]([C:24]3[CH:25]=[CH:26][C:21]([NH2:20])=[CH:22][CH:23]=3)=[CH:14][CH:13]=2)=[O:19])[CH2:6]1)=[O:4], predict the reactants needed to synthesize it. The reactants are: [CH3:1][O:2][C:3]([CH:5]1[CH2:10][CH2:9][CH2:8][CH:7]([C:11](=[O:19])[C:12]2[CH:17]=[CH:16][C:15](Br)=[CH:14][CH:13]=2)[CH2:6]1)=[O:4].[NH2:20][C:21]1[CH:26]=[CH:25][C:24](B(O)O)=[CH:23][CH:22]=1. (2) Given the product [S:1]([N:11]1[CH2:16][CH2:15][N:14]2[CH:17]=[CH:18][CH:19]=[C:13]2[CH:12]1[CH2:20][C:21]([NH:72][C@H:68]1[C:69]2[C:64](=[CH:63][C:62]([CH2:61][NH:60][CH2:59][C:58]([F:57])([F:73])[F:74])=[CH:71][CH:70]=2)[CH2:65][CH2:66][CH2:67]1)=[O:23])([C:4]1[CH:10]=[CH:9][C:7]([CH3:8])=[CH:6][CH:5]=1)(=[O:2])=[O:3], predict the reactants needed to synthesize it. The reactants are: [S:1]([N:11]1[CH2:16][CH2:15][N:14]2[CH:17]=[CH:18][CH:19]=[C:13]2[CH:12]1[CH2:20][C:21]([OH:23])=O)([C:4]1[CH:10]=[CH:9][C:7]([CH3:8])=[CH:6][CH:5]=1)(=[O:3])=[O:2].CCN(C(C)C)C(C)C.CN(C(ON1N=NC2C=CC=NC1=2)=[N+](C)C)C.F[P-](F)(F)(F)(F)F.[F:57][C:58]([F:74])([F:73])[CH2:59][NH:60][CH2:61][C:62]1[CH:63]=[C:64]2[C:69](=[CH:70][CH:71]=1)[C@H:68]([NH2:72])[CH2:67][CH2:66][CH2:65]2.